Dataset: Forward reaction prediction with 1.9M reactions from USPTO patents (1976-2016). Task: Predict the product of the given reaction. (1) Given the reactants C1(S([N:10]2[C:14]3=[N:15][CH:16]=[C:17]([C:19]4[CH:23]=[CH:22][N:21]([Si](C(C)C)(C(C)C)C(C)C)[CH:20]=4)[CH:18]=[C:13]3[C:12]([C:34]3[CH:38]=[CH:37][O:36][CH:35]=3)=[CH:11]2)(=O)=O)C=CC=CC=1.[OH-].[Na+].C([O-])(O)=O.[Na+], predict the reaction product. The product is: [O:36]1[CH:37]=[CH:38][C:34]([C:12]2[C:13]3[C:14](=[N:15][CH:16]=[C:17]([C:19]4[CH:23]=[CH:22][NH:21][CH:20]=4)[CH:18]=3)[NH:10][CH:11]=2)=[CH:35]1. (2) Given the reactants [F:1][C:2]1[CH:3]=[C:4]([CH2:9][C:10]([NH:12][C@H:13]([C:15]([OH:17])=O)[CH3:14])=[O:11])[CH:5]=[C:6]([F:8])[CH:7]=1.[NH2:18][C@H:19]1[C:27]2[C:22](=[CH:23][CH:24]=[CH:25][CH:26]=2)[CH2:21][C@H:20]1[OH:28], predict the reaction product. The product is: [F:8][C:6]1[CH:5]=[C:4]([CH2:9][C:10]([NH:12][C@H:13]([C:15]([NH:18][C@H:19]2[C:27]3[C:22](=[CH:23][CH:24]=[CH:25][CH:26]=3)[CH2:21][C@H:20]2[OH:28])=[O:17])[CH3:14])=[O:11])[CH:3]=[C:2]([F:1])[CH:7]=1. (3) Given the reactants [Br:1][CH2:2][CH:3]=[C:4]([CH3:6])[CH3:5].[CH3:7][O:8][C:9]1[N:14]=[CH:13][C:12]([CH:15]([NH:27][C:28]2[CH:29]=[C:30]([CH:36]=[CH:37][CH:38]=2)[C:31]([O:33][CH2:34][CH3:35])=[O:32])[C:16](=[O:26])[O:17][C@@H:18]2[CH:23]3[CH2:24][CH2:25][N:20]([CH2:21][CH2:22]3)[CH2:19]2)=[CH:11][CH:10]=1, predict the reaction product. The product is: [Br-:1].[CH2:34]([O:33][C:31]([C:30]1[CH:29]=[C:28]([NH:27][CH:15]([C:12]2[CH:13]=[N:14][C:9]([O:8][CH3:7])=[CH:10][CH:11]=2)[C:16]([O:17][C@@H:18]2[CH:23]3[CH2:24][CH2:25][N+:20]([CH2:2][CH:3]=[C:4]([CH3:6])[CH3:5])([CH2:21][CH2:22]3)[CH2:19]2)=[O:26])[CH:38]=[CH:37][CH:36]=1)=[O:32])[CH3:35]. (4) Given the reactants P([O-])([O-])([O-])=O.[K+].[K+].[K+].N[C@@H]1CCCC[C@H]1N.[C:17]1([N:23]2[C:27]([CH3:28])=[C:26](I)[N:25]=[N:24]2)[CH:22]=[CH:21][CH:20]=[CH:19][CH:18]=1.[C:30]([O:34][C:35]([N:37]1[CH2:42][CH2:41][NH:40][C:39](=O)[CH2:38]1)=[O:36])([CH3:33])([CH3:32])[CH3:31], predict the reaction product. The product is: [C:17]1([N:23]2[C:27]([CH3:28])=[C:26]([N:40]3[CH2:39][CH2:38][N:37]([C:35]([O:34][C:30]([CH3:33])([CH3:32])[CH3:31])=[O:36])[CH2:42][CH2:41]3)[N:25]=[N:24]2)[CH:22]=[CH:21][CH:20]=[CH:19][CH:18]=1. (5) Given the reactants [OH:1]/[N:2]=[C:3](/[C:5]1[CH:6]=[CH:7][C:8]([NH:11][C:12](=[O:19])[CH2:13][CH2:14][C:15]([O:17][CH3:18])=[O:16])=[N:9][CH:10]=1)\[NH2:4].[C:20](OC(=O)C)(=[O:22])[CH3:21], predict the reaction product. The product is: [C:20]([O:1]/[N:2]=[C:3](/[C:5]1[CH:6]=[CH:7][C:8]([NH:11][C:12](=[O:19])[CH2:13][CH2:14][C:15]([O:17][CH3:18])=[O:16])=[N:9][CH:10]=1)\[NH2:4])(=[O:22])[CH3:21]. (6) Given the reactants [Br:1][C:2]1[N:7]=[C:6]([NH:8][CH2:9][C@H:10]2[CH2:15][CH2:14][C@H:13]([C:16]([N:18]3[CH2:23][CH2:22][N:21]([C:24](=[O:26])[CH3:25])[CH2:20][CH2:19]3)=[O:17])[CH2:12][CH2:11]2)[C:5]([N+:27]([O-])=O)=[CH:4][CH:3]=1, predict the reaction product. The product is: [NH2:27][C:5]1[C:6]([NH:8][CH2:9][C@H:10]2[CH2:15][CH2:14][C@H:13]([C:16]([N:18]3[CH2:23][CH2:22][N:21]([C:24](=[O:26])[CH3:25])[CH2:20][CH2:19]3)=[O:17])[CH2:12][CH2:11]2)=[N:7][C:2]([Br:1])=[CH:3][CH:4]=1.